Dataset: Full USPTO retrosynthesis dataset with 1.9M reactions from patents (1976-2016). Task: Predict the reactants needed to synthesize the given product. (1) Given the product [C:19]([O:18][C:16]([N:14]1[CH2:15][C@@H:10]([CH2:9][OH:8])[O:11][C@@H:12]([C:23]([OH:25])=[O:24])[CH2:13]1)=[O:17])([CH3:22])([CH3:20])[CH3:21], predict the reactants needed to synthesize it. The reactants are: C([O:8][CH2:9][C@@H:10]1[CH2:15][N:14]([C:16]([O:18][C:19]([CH3:22])([CH3:21])[CH3:20])=[O:17])[CH2:13][C@H:12]([C:23]([OH:25])=[O:24])[O:11]1)C1C=CC=CC=1. (2) Given the product [CH2:14]([S:19]([C:2]1[CH:9]=[CH:8][C:5]([C:6]#[N:7])=[CH:4][CH:3]=1)(=[O:20])=[O:18])[CH2:15][CH3:16], predict the reactants needed to synthesize it. The reactants are: Cl[C:2]1[CH:9]=[CH:8][C:5]([C:6]#[N:7])=[CH:4][CH:3]=1.[S-2].[Na+].[Na+].Cl[CH2:14][CH2:15][CH3:16].O[O:18][S:19]([O-])=[O:20].[K+]. (3) Given the product [CH3:13][C:12]([N+:14]([O-:16])=[O:15])([CH3:17])[CH2:11][C:8]1[N:4]2[CH:5]=[CH:6][CH:7]=[C:2]([C:25]3[S:24][CH:28]=[CH:27][CH:26]=3)[C:3]2=[N:10][CH:9]=1, predict the reactants needed to synthesize it. The reactants are: Br[C:2]1[C:3]2[N:4]([C:8]([CH2:11][C:12]([CH3:17])([N+:14]([O-:16])=[O:15])[CH3:13])=[CH:9][N:10]=2)[CH:5]=[CH:6][CH:7]=1.C(=O)([O-])[O-].[Na+].[Na+].[S:24]1[CH:28]=[CH:27][CH:26]=[C:25]1B(O)O. (4) Given the product [Br:32][C:33]1[C:34]([NH:48][C:49]([C:51]2[N:55]([CH3:56])[N:54]=[CH:53][C:52]=2[C:57]([N:16]2[CH2:13][CH2:12][CH2:11]2)=[O:58])=[O:50])=[CH:35][C:36]2[N:37]([CH:39]=[C:40]([C:42]3[CH:43]=[CH:44][CH:45]=[CH:46][CH:47]=3)[N:41]=2)[CH:38]=1, predict the reactants needed to synthesize it. The reactants are: CN(C(O[N:16]1N=[N:16][C:11]2[CH:12]=[CH:13][CH:13]=[CH:12][C:11]1=2)=[N+](C)C)C.[B-](F)(F)(F)F.C(N(C(C)C)CC)(C)C.[Br:32][C:33]1[C:34]([NH:48][C:49]([C:51]2[N:55]([CH3:56])[N:54]=[CH:53][C:52]=2[C:57](O)=[O:58])=[O:50])=[CH:35][C:36]2[N:37]([CH:39]=[C:40]([C:42]3[CH:47]=[CH:46][CH:45]=[CH:44][CH:43]=3)[N:41]=2)[CH:38]=1.N1CCC1.